From a dataset of Reaction yield outcomes from USPTO patents with 853,638 reactions. Predict the reaction yield, written as a fraction of the theoretical maximum amount of product (1.0 means a 100% yield; for example, 0.34 means a 34% yield). (1) The yield is 0.681. The catalyst is CN(C=O)C.O. The product is [Br:1][C:2]1[CH:7]=[CH:6][C:5]2[C:8]3[C:13]([C:14]4([CH2:15][CH2:16][N:17]([C:47](=[O:48])[C:46]([OH:45])([CH3:51])[CH3:50])[CH2:18][CH2:19]4)[C:4]=2[CH:3]=1)=[CH:12][C:11]([Br:20])=[CH:10][CH:9]=3. The reactants are [Br:1][C:2]1[CH:7]=[CH:6][C:5]2[C:8]3[C:13]([C:14]4([CH2:19][CH2:18][NH:17][CH2:16][CH2:15]4)[C:4]=2[CH:3]=1)=[CH:12][C:11]([Br:20])=[CH:10][CH:9]=3.CN(C(ON1N=NC2C=CC=NC1=2)=[N+](C)C)C.F[P-](F)(F)(F)(F)F.[OH:45][C:46]([CH3:51])([CH3:50])[C:47](O)=[O:48].CCN(CC)CC. (2) The reactants are B(F)(F)F.CCOCC.C([Si](C(C)C)(C(C)C)O/[N:15]=[C:16]1/[CH2:17][CH2:18][C:19]2[C:24]/1=[CH:23][C:22]([Br:25])=[CH:21][CH:20]=2)(C)C.S(C)C.O. The catalyst is CCOCC. The product is [Br:25][C:22]1[CH:23]=[C:24]2[C:19]([CH2:18][CH2:17][CH2:16][NH:15]2)=[CH:20][CH:21]=1. The yield is 0.310. (3) The reactants are [F:1][C:2]1[CH:3]=[C:4]2[C:8](=[CH:9][CH:10]=1)[NH:7][C:6](=[O:11])[C:5]2=[C:12]1[C:20]2[C:15](=[N:16][C:17]([CH:21]=[CH2:22])=[CH:18][CH:19]=2)[CH2:14][O:13]1.C[O:24][CH2:25][CH2:26][NH:27][CH3:28]. The catalyst is CC(O)=O.C(N(CC)CC)C. The product is [F:1][C:2]1[CH:3]=[C:4]2[C:8](=[CH:9][CH:10]=1)[NH:7][C:6](=[O:11])[C:5]2=[C:12]1[C:20]2[C:15](=[N:16][C:17]([CH2:21][CH2:22][N:27]([CH2:26][CH2:25][OH:24])[CH3:28])=[CH:18][CH:19]=2)[CH2:14][O:13]1. The yield is 0.650. (4) The reactants are Cl[C:2]1[C:7]([C:8]([F:11])([F:10])[F:9])=[CH:6][N:5]=[C:4]([NH:12][C:13]2[CH:18]=[CH:17][C:16]([P:19]([CH3:22])([CH3:21])=[O:20])=[CH:15][CH:14]=2)[N:3]=1.C([N:25](CC)CC)C.NC[CH2:32][N:33]1[CH2:38][CH2:37][O:36][CH2:35][CH2:34]1. The catalyst is C(O)C. The product is [CH3:21][P:19]([C:16]1[CH:17]=[CH:18][C:13]([NH:12][C:4]2[N:3]=[C:2]([NH:25][CH2:32][N:33]3[CH2:38][CH2:37][O:36][CH2:35][CH2:34]3)[C:7]([C:8]([F:11])([F:10])[F:9])=[CH:6][N:5]=2)=[CH:14][CH:15]=1)([CH3:22])=[O:20]. The yield is 0.810. (5) The reactants are [NH2:1][C:2]1[CH:3]=[CH:4][CH:5]=[C:6]2[C:14]=1[NH:13][C:12]1[C:11](=[O:15])[CH2:10][CH2:9][CH2:8][C:7]2=1.[CH3:16][C:17]1[CH:22]=[CH:21][CH:20]=[CH:19][C:18]=1[S:23](Cl)(=[O:25])=[O:24]. The catalyst is N1C=CC=CC=1. The product is [CH3:16][C:17]1[CH:22]=[CH:21][CH:20]=[CH:19][C:18]=1[S:23]([NH:1][C:2]1[CH:3]=[CH:4][CH:5]=[C:6]2[C:14]=1[NH:13][C:12]1[C:11](=[O:15])[CH2:10][CH2:9][CH2:8][C:7]2=1)(=[O:25])=[O:24]. The yield is 0.730. (6) The reactants are [Cl:1][C:2]1[CH:7]=[CH:6][CH:5]=[CH:4][C:3]=1[S:8]([C@H:11]1[CH2:15][N:14]([C:16]([C:18]2([N:21]3[CH2:26][CH2:25][N:24](C(OC(C)(C)C)=O)[CH2:23][CH2:22]3)[CH2:20][CH2:19]2)=[O:17])[C@H:13]([C:34](=[O:41])[NH:35][C:36]2([C:39]#[N:40])[CH2:38][CH2:37]2)[CH2:12]1)(=[O:10])=[O:9].C(=O)([O-])O.[Na+]. The catalyst is C(O)=O.O. The product is [Cl:1][C:2]1[CH:7]=[CH:6][CH:5]=[CH:4][C:3]=1[S:8]([C@H:11]1[CH2:15][N:14]([C:16]([C:18]2([N:21]3[CH2:22][CH2:23][NH:24][CH2:25][CH2:26]3)[CH2:19][CH2:20]2)=[O:17])[C@H:13]([C:34]([NH:35][C:36]2([C:39]#[N:40])[CH2:37][CH2:38]2)=[O:41])[CH2:12]1)(=[O:10])=[O:9]. The yield is 0.730. (7) The reactants are [C:1]([C@H:5]1[N:10]2[N:11]=[CH:12][C:13]([C:14](O)=[O:15])=[C:9]2[NH:8][C@@H:7]([C:17]2[CH:22]=[CH:21][C:20]([CH2:23][CH3:24])=[CH:19][CH:18]=2)[CH2:6]1)([CH3:4])([CH3:3])[CH3:2].CN(C(ON1N=NC2C=CC=NC1=2)=[N+](C)C)C.F[P-](F)(F)(F)(F)F.C(N(CC)C(C)C)(C)C.[CH3:58][O:59][C:60]1[CH:67]=[CH:66][C:63]([CH2:64][NH2:65])=[CH:62][CH:61]=1. No catalyst specified. The product is [C:1]([C@H:5]1[N:10]2[N:11]=[CH:12][C:13]([C:14]([NH:65][CH2:64][C:63]3[CH:66]=[CH:67][C:60]([O:59][CH3:58])=[CH:61][CH:62]=3)=[O:15])=[C:9]2[NH:8][C@@H:7]([C:17]2[CH:22]=[CH:21][C:20]([CH2:23][CH3:24])=[CH:19][CH:18]=2)[CH2:6]1)([CH3:2])([CH3:3])[CH3:4]. The yield is 0.820.